From a dataset of Reaction yield outcomes from USPTO patents with 853,638 reactions. Predict the reaction yield, written as a fraction of the theoretical maximum amount of product (1.0 means a 100% yield; for example, 0.34 means a 34% yield). (1) The yield is 0.800. The catalyst is O1CCCC1.CN(C)C=O. The reactants are [CH3:1][C:2]1[CH:7]=[CH:6][CH:5]=[CH:4][C:3]=1[C:8]1[NH:12][CH:11]=[C:10]([CH:13]=[O:14])[CH:9]=1.[H-].[Na+].C1OCCOCCOCCOCCOC1.Cl.[N:33]1[CH:38]=[CH:37][CH:36]=[C:35]([S:39](Cl)(=[O:41])=[O:40])[CH:34]=1. The product is [CH3:1][C:2]1[CH:7]=[CH:6][CH:5]=[CH:4][C:3]=1[C:8]1[N:12]([S:39]([C:35]2[CH:34]=[N:33][CH:38]=[CH:37][CH:36]=2)(=[O:41])=[O:40])[CH:11]=[C:10]([CH:13]=[O:14])[CH:9]=1. (2) The reactants are N1C(C(N)=O)=CN2C=1C1C=CC=CC=1OCC2.Br[C:19]1[CH:20]=[CH:21][C:22]2[O:28][CH2:27][CH2:26][N:25]3[C:29]([CH2:35]N4C5C=CC=CC=5N=C4C)=[C:30]([C:32]([NH2:34])=[O:33])[N:31]=[C:24]3[C:23]=2[CH:46]=1.[Cl:47][C:48]1[CH:53]=[CH:52][CH:51]=[CH:50][C:49]=1[OH:54].[CH3:55][C:56]1[O:60][N:59]=[C:58]([C@:61]([OH:65])([C:63]#[CH:64])[CH3:62])[CH:57]=1. The catalyst is CS(C)=O.C1C=CC([P]([Pd]([P](C2C=CC=CC=2)(C2C=CC=CC=2)C2C=CC=CC=2)([P](C2C=CC=CC=2)(C2C=CC=CC=2)C2C=CC=CC=2)[P](C2C=CC=CC=2)(C2C=CC=CC=2)C2C=CC=CC=2)(C2C=CC=CC=2)C2C=CC=CC=2)=CC=1. The product is [Cl:47][C:48]1[CH:53]=[CH:52][CH:51]=[CH:50][C:49]=1[O:54][CH2:35][C:29]1[N:25]2[CH2:26][CH2:27][O:28][C:22]3[CH:21]=[CH:20][C:19]([C:64]#[C:63][C@@:61]([OH:65])([C:58]4[CH:57]=[C:56]([CH3:55])[O:60][N:59]=4)[CH3:62])=[CH:46][C:23]=3[C:24]2=[N:31][C:30]=1[C:32]([NH2:34])=[O:33]. The yield is 0.280. (3) The reactants are CS([C:5]1[N:10]=[C:9]([C:11]2[CH:12]=[C:13]3[CH:29]=[N:28][NH:27][C:14]3=[N:15][C:16]=2[C:17]2[CH:22]=[CH:21][CH:20]=[C:19]([C:23]([F:26])([F:25])[F:24])[CH:18]=2)[CH:8]=[CH:7][N:6]=1)(=O)=O.[CH3:30][O-:31].[Na+]. The catalyst is CO. The product is [CH3:30][O:31][C:5]1[N:10]=[C:9]([C:11]2[CH:12]=[C:13]3[CH:29]=[N:28][NH:27][C:14]3=[N:15][C:16]=2[C:17]2[CH:22]=[CH:21][CH:20]=[C:19]([C:23]([F:26])([F:25])[F:24])[CH:18]=2)[CH:8]=[CH:7][N:6]=1. The yield is 0.470. (4) The reactants are [CH:1]1([CH:6]=[C:7]2[CH2:16][CH2:15][C:14]3[CH:13]=[C:12]([C:17]([O:19]C)=[O:18])[CH:11]=[CH:10][C:9]=3[C:8]2=O)[CH2:5][CH2:4][CH2:3][CH2:2]1.Cl.[NH:23]([C:25]1[CH:32]=[CH:31][C:28]([C:29]#[N:30])=[C:27]([O:33][CH3:34])[CH:26]=1)[NH2:24].O1CCCC1. The catalyst is CO. The product is [C:29]([C:28]1[CH:31]=[CH:32][C:25]([N:23]2[CH:6]([CH:1]3[CH2:2][CH2:3][CH2:4][CH2:5]3)[CH:7]3[C:8]([C:9]4[CH:10]=[CH:11][C:12]([C:17]([OH:19])=[O:18])=[CH:13][C:14]=4[CH2:15][CH2:16]3)=[N:24]2)=[CH:26][C:27]=1[O:33][CH3:34])#[N:30]. The yield is 0.490. (5) The reactants are [C:1]([C:3]1[CH:4]=[C:5]([CH:9]=[CH:10][C:11]=1[O:12][CH:13]([CH3:15])[CH3:14])[C:6]([OH:8])=O)#[N:2].C1C=CC2N(O)N=NC=2C=1.C(Cl)CCl.O[NH:31][C:32]([C:34]1[CH:42]=[CH:41][CH:40]=[C:39]2[C:35]=1[CH2:36][CH2:37][C@H:38]2[NH:43][C:44](=[O:50])[O:45][C:46]([CH3:49])([CH3:48])[CH3:47])=[NH:33]. The catalyst is CN(C=O)C. The product is [C:1]([C:3]1[CH:4]=[C:5]([C:6]2[O:8][N:33]=[C:32]([C:34]3[CH:42]=[CH:41][CH:40]=[C:39]4[C:35]=3[CH2:36][CH2:37][C@H:38]4[NH:43][C:44](=[O:50])[O:45][C:46]([CH3:48])([CH3:47])[CH3:49])[N:31]=2)[CH:9]=[CH:10][C:11]=1[O:12][CH:13]([CH3:15])[CH3:14])#[N:2]. The yield is 0.810. (6) The reactants are Br[C:2]1[C:6]2=[N:7][CH:8]=[CH:9][C:10]([O:11][CH3:12])=[C:5]2[S:4][C:3]=1[NH:13][C:14](=[O:20])[O:15][C:16]([CH3:19])([CH3:18])[CH3:17].[Li]CCCC.[C:26](=[O:28])=[O:27].Cl. The catalyst is C1COCC1.CCCCCC. The product is [C:16]([O:15][C:14]([NH:13][C:3]1[S:4][C:5]2[C:6](=[N:7][CH:8]=[CH:9][C:10]=2[O:11][CH3:12])[C:2]=1[C:26]([OH:28])=[O:27])=[O:20])([CH3:19])([CH3:18])[CH3:17]. The yield is 0.287. (7) The reactants are [NH2:1][C:2]1[C:3]([F:12])=[C:4]2[C:8](=[CH:9][CH:10]=1)[C:7](=[O:11])[CH2:6][CH2:5]2.C(=O)([O-])[O-].[Cs+].[Cs+].[CH2:19](Br)[C:20]1[CH:25]=[CH:24][CH:23]=[CH:22][CH:21]=1. The catalyst is C(#N)C.O. The product is [CH2:19]([NH:1][C:2]1[C:3]([F:12])=[C:4]2[C:8](=[CH:9][CH:10]=1)[C:7](=[O:11])[CH2:6][CH2:5]2)[C:20]1[CH:25]=[CH:24][CH:23]=[CH:22][CH:21]=1. The yield is 0.100.